Dataset: Forward reaction prediction with 1.9M reactions from USPTO patents (1976-2016). Task: Predict the product of the given reaction. Given the reactants [C:1]1([CH2:7][CH2:8][CH2:9][CH2:10][CH2:11][CH2:12][OH:13])[CH:6]=[CH:5][CH:4]=[CH:3][CH:2]=1.[Cr](Cl)([O-])(=O)=O.[NH+]1C=CC=CC=1, predict the reaction product. The product is: [C:1]1([CH2:7][CH2:8][CH2:9][CH2:10][CH2:11][CH:12]=[O:13])[CH:6]=[CH:5][CH:4]=[CH:3][CH:2]=1.